Regression. Given a peptide amino acid sequence and an MHC pseudo amino acid sequence, predict their binding affinity value. This is MHC class II binding data. From a dataset of Peptide-MHC class II binding affinity with 134,281 pairs from IEDB. (1) The peptide sequence is VPNGTLVKTITNDQI. The MHC is DRB1_0701 with pseudo-sequence DRB1_0701. The binding affinity (normalized) is 0.545. (2) The peptide sequence is LHNTSDYYGLVTEQF. The MHC is DRB1_0101 with pseudo-sequence DRB1_0101. The binding affinity (normalized) is 0.684. (3) The peptide sequence is DVTITAPGDSPNTDG. The MHC is DRB1_0101 with pseudo-sequence DRB1_0101. The binding affinity (normalized) is 0.190. (4) The peptide sequence is GNCTTNILEAKYWCP. The MHC is DRB3_0101 with pseudo-sequence DRB3_0101. The binding affinity (normalized) is 0.323. (5) The peptide sequence is SHNVQGATVAVDCRP. The MHC is DRB3_0101 with pseudo-sequence DRB3_0101. The binding affinity (normalized) is 0.165. (6) The peptide sequence is PIEHIASMRRNYFTA. The MHC is DRB4_0101 with pseudo-sequence DRB4_0103. The binding affinity (normalized) is 0.113. (7) The peptide sequence is KEPLKECGGILQAYD. The MHC is HLA-DPA10201-DPB10501 with pseudo-sequence HLA-DPA10201-DPB10501. The binding affinity (normalized) is 0.385. (8) The peptide sequence is ATATATSAVGAPTGA. The MHC is DRB1_1501 with pseudo-sequence DRB1_1501. The binding affinity (normalized) is 0. (9) The peptide sequence is AAATAGTTVYGAFAY. The binding affinity (normalized) is 0.638. The MHC is HLA-DQA10501-DQB10301 with pseudo-sequence HLA-DQA10501-DQB10301.